Dataset: Peptide-MHC class I binding affinity with 185,985 pairs from IEDB/IMGT. Task: Regression. Given a peptide amino acid sequence and an MHC pseudo amino acid sequence, predict their binding affinity value. This is MHC class I binding data. (1) The peptide sequence is GILGFVFTLT. The MHC is HLA-A02:03 with pseudo-sequence HLA-A02:03. The binding affinity (normalized) is 0.370. (2) The peptide sequence is WVWDTWPLA. The MHC is HLA-A02:01 with pseudo-sequence HLA-A02:01. The binding affinity (normalized) is 0.936. (3) The peptide sequence is AFDLSFFLK. The MHC is HLA-A74:01 with pseudo-sequence HLA-A74:01. The binding affinity (normalized) is 0.0847. (4) The peptide sequence is AFPTSCHMFIICF. The MHC is HLA-A30:01 with pseudo-sequence HLA-A30:01. The binding affinity (normalized) is 0.0818.